Dataset: Forward reaction prediction with 1.9M reactions from USPTO patents (1976-2016). Task: Predict the product of the given reaction. (1) The product is: [C:1]([NH:5][C:40]([NH:30][CH2:29][C:28]([N:25]1[CH2:24][CH2:23][C:22](=[C:12]2[C:11]3[CH:10]=[CH:9][CH:8]=[CH:7][C:17]=3[CH:16]=[CH:15][C:14]3[CH:18]=[CH:19][CH:20]=[CH:21][C:13]2=3)[CH2:27][CH2:26]1)=[O:31])=[O:39])([CH3:4])([CH3:3])[CH3:2]. Given the reactants [C:1]([NH2:5])([CH3:4])([CH3:3])[CH3:2].Cl.[CH:7]1[C:17]2[CH:16]=[CH:15][C:14]3[CH:18]=[CH:19][CH:20]=[CH:21][C:13]=3[C:12](=[C:22]3[CH2:27][CH2:26][N:25]([C:28](=[O:31])[CH2:29][NH2:30])[CH2:24][CH2:23]3)[C:11]=2[CH:10]=[CH:9][CH:8]=1.C(N(CC)CC)C.[O:39]1CCC[CH2:40]1, predict the reaction product. (2) Given the reactants NC(CS)C(O)=O.[C:8]([C:10]1[CH:11]=[C:12]([C:21]2[O:25][N:24]=[C:23]([C:26]3[CH:34]=[CH:33][C:32]4[N:31]5[CH2:35][CH2:36][CH:37]([CH2:38][C:39]([O:41]C(C)(C)C)=[O:40])[C:30]5=[CH:29][C:28]=4[CH:27]=3)[N:22]=2)[CH:13]=[C:14]([O:16][C:17]([F:20])([F:19])[F:18])[CH:15]=1)#[N:9], predict the reaction product. The product is: [C:8]([C:10]1[CH:11]=[C:12]([C:21]2[O:25][N:24]=[C:23]([C:26]3[CH:34]=[CH:33][C:32]4[N:31]5[CH2:35][CH2:36][CH:37]([CH2:38][C:39]([OH:41])=[O:40])[C:30]5=[CH:29][C:28]=4[CH:27]=3)[N:22]=2)[CH:13]=[C:14]([O:16][C:17]([F:20])([F:18])[F:19])[CH:15]=1)#[N:9]. (3) Given the reactants [CH:1]1([NH:4][C:5]([NH:7][C:8]2[NH:12][C:11]3[CH:13]=[CH:14][C:15]([OH:17])=[CH:16][C:10]=3[N:9]=2)=[O:6])[CH2:3][CH2:2]1.C(N(CC)CC)C.[Cl:25][C:26]1[CH:31]=[CH:30][CH:29]=[C:28]([Cl:32])[C:27]=1[S:33](Cl)(=[O:35])=[O:34], predict the reaction product. The product is: [Cl:25][C:26]1[CH:31]=[CH:30][CH:29]=[C:28]([Cl:32])[C:27]=1[S:33]([O:17][C:15]1[CH:14]=[CH:13][C:11]2[NH:12][C:8]([NH:7][C:5](=[O:6])[NH:4][CH:1]3[CH2:3][CH2:2]3)=[N:9][C:10]=2[CH:16]=1)(=[O:35])=[O:34]. (4) Given the reactants [NH2:1][C:2]1[N:3]([C:16]2[CH:17]=[C:18]([CH:23]=[CH:24][CH:25]=2)[C:19](OC)=[O:20])[N:4]=[C:5]2[C:14]3[CH:13]=[CH:12][CH:11]=[CH:10][C:9]=3[NH:8][C:7](=[O:15])[C:6]=12.[H-].[Al+3].[Li+].[H-].[H-].[H-].O1CCCC1.S([O-])([O-])(=O)=O.[Na+].[Na+], predict the reaction product. The product is: [NH2:1][C:2]1[N:3]([C:16]2[CH:25]=[CH:24][CH:23]=[C:18]([CH2:19][OH:20])[CH:17]=2)[N:4]=[C:5]2[C:14]3[CH:13]=[CH:12][CH:11]=[CH:10][C:9]=3[NH:8][C:7](=[O:15])[C:6]=12.